Dataset: Forward reaction prediction with 1.9M reactions from USPTO patents (1976-2016). Task: Predict the product of the given reaction. (1) Given the reactants [Cl:1][C:2]1[C:3](=O)[O:4][C:5](=[O:7])[CH:6]=1.O.[NH2:10][NH2:11], predict the reaction product. The product is: [Cl:1][C:2]1[C:3](=[O:4])[NH:10][NH:11][C:5](=[O:7])[CH:6]=1. (2) The product is: [N:32]1([CH:38]2[CH2:43][CH2:42][N:41]([CH2:44][CH2:45][CH2:46][NH:47][C:22](=[O:24])[C:21]3[CH:20]=[CH:19][C:18]([S:15](=[O:17])(=[O:16])[NH:14][C:9]4[CH:10]=[CH:11][CH:12]=[CH:13][C:8]=4[O:7][C:6]4[CH:27]=[CH:28][CH:29]=[C:4]([N:3]([CH2:30][CH3:31])[CH2:1][CH3:2])[CH:5]=4)=[CH:26][CH:25]=3)[CH2:40][CH2:39]2)[CH2:37][CH2:36][CH2:35][CH2:34][CH2:33]1. Given the reactants [CH2:1]([N:3]([CH2:30][CH3:31])[C:4]1[CH:5]=[C:6]([CH:27]=[CH:28][CH:29]=1)[O:7][C:8]1[CH:13]=[CH:12][CH:11]=[CH:10][C:9]=1[NH:14][S:15]([C:18]1[CH:26]=[CH:25][C:21]([C:22]([OH:24])=O)=[CH:20][CH:19]=1)(=[O:17])=[O:16])[CH3:2].[N:32]1([CH:38]2[CH2:43][CH2:42][N:41]([CH2:44][CH2:45][CH2:46][NH:47]C(=O)C3C=CC(S(=O)(=O)NC4C=CC=CC=4OC4C=CC(Cl)=CC=4Cl)=CC=3)[CH2:40][CH2:39]2)[CH2:37][CH2:36][CH2:35][CH2:34][CH2:33]1, predict the reaction product. (3) Given the reactants O.O.[Sn](Cl)Cl.[CH3:6][O:7][C:8]1[CH:25]=[CH:24][C:11]([CH2:12][NH:13][C:14]2[C:19]([N+:20]([O-])=O)=[CH:18][N:17]=[C:16]([Br:23])[CH:15]=2)=[CH:10][CH:9]=1, predict the reaction product. The product is: [CH3:6][O:7][C:8]1[CH:9]=[CH:10][C:11]([CH2:12][NH:13][C:14]2[CH:15]=[C:16]([Br:23])[N:17]=[CH:18][C:19]=2[NH2:20])=[CH:24][CH:25]=1. (4) Given the reactants [C:1]([N:4]([CH3:32])[CH2:5][CH2:6][N:7]1[C:16]2[C:11](=[N:12][CH:13]=[C:14]([CH2:17][C:18]3[CH:23]=[CH:22][C:21]([F:24])=[CH:20][CH:19]=3)[CH:15]=2)[C:10]([OH:25])=[C:9]([C:26](OCC)=[O:27])[C:8]1=[O:31])(=[O:3])[CH3:2].[NH2:33][C@@H:34]([CH3:37])[CH2:35][OH:36], predict the reaction product. The product is: [C:1]([N:4]([CH3:32])[CH2:5][CH2:6][N:7]1[C:16]2[C:11](=[N:12][CH:13]=[C:14]([CH2:17][C:18]3[CH:23]=[CH:22][C:21]([F:24])=[CH:20][CH:19]=3)[CH:15]=2)[C:10]([OH:25])=[C:9]([C:26]([NH:33][C@@H:34]([CH3:37])[CH2:35][OH:36])=[O:27])[C:8]1=[O:31])(=[O:3])[CH3:2]. (5) Given the reactants [CH:1]12[CH2:10][CH:5]3[CH2:6][CH:7]([CH2:9][CH:3]([CH2:4]3)[CH:2]1[N:11]1[C:14](=[O:15])[C:13]([CH3:17])([CH3:16])[NH:12]1)[CH2:8]2.Br[CH:19]1[CH2:24][CH2:23][CH2:22][CH:21]=[CH:20]1, predict the reaction product. The product is: [CH:24]1([N:12]2[C:13]([CH3:17])([CH3:16])[C:14](=[O:15])[N:11]2[CH:2]2[CH:3]3[CH2:4][CH:5]4[CH2:6][CH:7]([CH2:8][CH:1]2[CH2:10]4)[CH2:9]3)[CH2:23][CH2:22][CH2:21][CH:20]=[CH:19]1. (6) Given the reactants [C:1]([C:11]1[CH:31]=[CH:30][C:14]([CH2:15][NH:16][C:17]2[CH:22]=[CH:21][C:20](/[CH:23]=[CH:24]/[C:25]([O:27][CH2:28][CH3:29])=[O:26])=[CH:19][CH:18]=2)=[CH:13][CH:12]=1)#[C:2][CH2:3][CH2:4][CH2:5][CH2:6][CH2:7][CH2:8][CH2:9][CH3:10].[C:32](Cl)(=[O:34])[CH3:33], predict the reaction product. The product is: [C:32]([N:16]([CH2:15][C:14]1[CH:30]=[CH:31][C:11]([C:1]#[C:2][CH2:3][CH2:4][CH2:5][CH2:6][CH2:7][CH2:8][CH2:9][CH3:10])=[CH:12][CH:13]=1)[C:17]1[CH:18]=[CH:19][C:20](/[CH:23]=[CH:24]/[C:25]([O:27][CH2:28][CH3:29])=[O:26])=[CH:21][CH:22]=1)(=[O:34])[CH3:33]. (7) Given the reactants [NH:1]1[CH:5]=[C:4]([S:6](Cl)(=[O:8])=[O:7])[N:3]=[CH:2]1.C[C:11]1[CH:16]=[CH:15][C:14]([NH:17][C:18]([NH:20][C:21]2[CH:26]=[CH:25][CH:24]=[CH:23][CH:22]=2)=[O:19])=[C:13](N)[CH:12]=1.[N:28]1C=CC=C[CH:29]=1, predict the reaction product. The product is: [CH3:29][N:28]([C:11]1[CH:12]=[CH:13][C:14]([NH:17][C:18]([NH:20][C:21]2[CH:22]=[CH:23][CH:24]=[CH:25][CH:26]=2)=[O:19])=[CH:15][CH:16]=1)[S:6]([C:4]1[N:3]=[CH:2][NH:1][CH:5]=1)(=[O:8])=[O:7]. (8) The product is: [Cl:10][C:11]1[CH:12]=[C:13]([CH:17]=[CH:18][C:19]=1[Cl:20])[C:14]([NH:6][NH:5][C:7](=[NH:8])[NH2:9])=[O:15]. Given the reactants C(=O)(O)O.[NH:5]([C:7](=[NH:9])[NH2:8])[NH2:6].[Cl:10][C:11]1[CH:12]=[C:13]([CH:17]=[CH:18][C:19]=1[Cl:20])[C:14](Cl)=[O:15].[OH-].[Na+], predict the reaction product.